Dataset: Human Reference Interactome with 51,813 positive PPI pairs across 8,248 proteins, plus equal number of experimentally-validated negative pairs. Task: Binary Classification. Given two protein amino acid sequences, predict whether they physically interact or not. (1) Protein 1 (ENSG00000129691) has sequence MAAAGAGPGQEAGAGPGPGAVANATGAEEGEMKPVAAGAAAPPGEGISAAPTVEPSSGEAEGGEANLVDVSGGLETESSNGKDTLEGAGDTSEVMDTQAGSVDEENGRQLGEVELQCGICTKWFTADTFGIDTSSCLPFMTNYSFHCNVCHHSGNTYFLRKQANLKEMCLSALANLTWQSRTQDEHPKTMFSKDKDIIPFIDKYWECMTTRQRPGKMTWPNNIVKTMSKERDVFLVKEHPDPGSKDPEEDYPKFGLLDQDLSNIGPAYDNQKQSSAVSTSGNLNGGIAAGSSGKGRGAKR.... Protein 2 (ENSG00000182872) has sequence MSGSPSLTARAEKVSVDAGRGGGESLQEASPRLADHGSSSGGGWEVKRSQRLRRGPSSPRRPYQDMEYERRGGRGDRTGRYGATDRSQDDGGENRSRDHDYRDMDYRSYPREYGSQEGKHDYDDSSEEQSAEDSYEASPGSETQRRRRRRHRHSPTGPPGFPRDGDYRDQDYRTEQGEEEEEEEDEEEEEKASNIVMLRMLPQAATEDDIRGQLQSHGVQAREVRLMRNKSSGQSRGFAFVEFSHLQDATRWMEANQHSLNILGQKVSMHYSDPKPKINEDWLCNKCGVQNFKRREKCFK.... Result: 0 (the proteins do not interact). (2) Protein 1 (ENSG00000105810) has sequence MEKDGLCRADQQYECVAEIGEGAYGKVFKARDLKNGGRFVALKRVRVQTGEEGMPLSTIREVAVLRHLETFEHPNVVRLFDVCTVSRTDRETKLTLVFEHVDQDLTTYLDKVPEPGVPTETIKDMMFQLLRGLDFLHSHRVVHRDLKPQNILVTSSGQIKLADFGLARIYSFQMALTSVVVTLWYRAPEVLLQSSYATPVDLWSVGCIFAEMFRRKPLFRGSSDVDQLGKILDVIGLPGEEDWPRDVALPRQAFHSKSAQPIEKFVTDIDELGKDLLLKCLTFNPAKRISAYSALSHPYF.... Protein 2 (ENSG00000183578) has sequence MGKPRQNPSTLVSTLCEAEPKGKLWVNGYAGTQGTRDATLQTRLIPLSFHLQRGKGLAAPLSALSAPRLPERPADGRVAVDAQPAARSMDSDSGEQSEGEPVTAAGPDVFSSKSLALQAQKKILSKIASKTVANMLIDDTSSEIFDELYKVTKEHTHNKKEAHKIMKDLIKVAIKIGILYRNNQFSQEELVIVEKFRKKLNQTAMTIVSFYEVEYTFDRNVLSNLLHECKDLVHELVQRHLTPRTHGRINHVFNHFADVEFLSTLYSLDGDCRPNLKRICEGINKLLDEKVL*MDSDSGE.... Result: 0 (the proteins do not interact).